From a dataset of Reaction yield outcomes from USPTO patents with 853,638 reactions. Predict the reaction yield, written as a fraction of the theoretical maximum amount of product (1.0 means a 100% yield; for example, 0.34 means a 34% yield). (1) The reactants are [C:1]([N:8]1[CH2:11][C:10](=[O:12])[CH2:9]1)([O:3][C:4]([CH3:7])([CH3:6])[CH3:5])=[O:2].[CH3:13][C:14]#[C:15]C.[C:17]1(C)C=CC=CC=1. No catalyst specified. The product is [CH3:13][C:14]1[CH2:15][N:8]([C:1]([O:3][C:4]([CH3:5])([CH3:6])[CH3:7])=[O:2])[CH2:11][C:10](=[O:12])[C:9]=1[CH3:17]. The yield is 0.950. (2) The reactants are [Cl:1][C:2]1[CH:3]=[C:4]([NH2:20])[C:5]([NH2:19])=[CH:6][C:7]=1[C:8]1[CH:13]=[CH:12][C:11]([Cl:14])=[CH:10][C:9]=1[C:15]([F:18])([F:17])[F:16].[F:21][C:22]([F:33])([F:32])[C:23]([F:31])([F:30])[C:24]([F:29])([F:28])[C:25](O)=O. No catalyst specified. The product is [Cl:1][C:2]1[C:7]([C:8]2[CH:13]=[CH:12][C:11]([Cl:14])=[CH:10][C:9]=2[C:15]([F:17])([F:18])[F:16])=[CH:6][C:5]2[NH:19][C:25]([C:24]([F:28])([F:29])[C:23]([F:30])([F:31])[C:22]([F:33])([F:32])[F:21])=[N:20][C:4]=2[CH:3]=1. The yield is 0.680. (3) The reactants are [CH2:1]([NH:5][C:6]1[CH:10]=[C:9]([C:11]2[CH:16]=[CH:15][N:14]=[CH:13][CH:12]=2)[S:8][C:7]=1[C:17]([OH:19])=O)[CH2:2][CH2:3][CH3:4].[Cl-].[NH4+].C([N:24](CC)CC)C.ON1C2C=CC=CC=2N=N1.Cl.C(N=C=NCCCN(C)C)C.C(=O)([O-])O.[Na+]. The catalyst is O.CN(C=O)C. The product is [CH2:1]([NH:5][C:6]1[CH:10]=[C:9]([C:11]2[CH:16]=[CH:15][N:14]=[CH:13][CH:12]=2)[S:8][C:7]=1[C:17]([NH2:24])=[O:19])[CH2:2][CH2:3][CH3:4]. The yield is 0.550.